Dataset: Forward reaction prediction with 1.9M reactions from USPTO patents (1976-2016). Task: Predict the product of the given reaction. (1) Given the reactants C(OC([N:8]1[CH2:13][CH2:12][C@@H:11]([NH:14][S:15]([CH:18]([CH3:20])[CH3:19])(=[O:17])=[O:16])[C@H:10]([C:21]2[CH:26]=[CH:25][C:24]([C:27]3[CH:32]=[CH:31][C:30]([C:33]#[N:34])=[CH:29][CH:28]=3)=[CH:23][CH:22]=2)[CH2:9]1)=O)(C)(C)C.C(O)(C(F)(F)F)=O, predict the reaction product. The product is: [C:33]([C:30]1[CH:31]=[CH:32][C:27]([C:24]2[CH:23]=[CH:22][C:21]([C@H:10]3[C@H:11]([NH:14][S:15]([CH:18]([CH3:20])[CH3:19])(=[O:17])=[O:16])[CH2:12][CH2:13][NH:8][CH2:9]3)=[CH:26][CH:25]=2)=[CH:28][CH:29]=1)#[N:34]. (2) Given the reactants [F:1][C:2]1[CH:14]=[CH:13][C:5]([NH:6][C:7]2[CH:12]=[CH:11][CH:10]=[CH:9][N:8]=2)=[C:4]([NH2:15])[CH:3]=1.[CH:16]1(/[CH:22]=[CH:23]/[C:24](Cl)=O)[CH2:21][CH2:20][CH2:19][CH2:18][CH2:17]1.N1C=CC=CC=1N1C2C=CC=CC=2N=C1/C=C/C1C=CC=CC=1, predict the reaction product. The product is: [CH:16]1(/[CH:22]=[CH:23]/[C:24]2[N:6]([C:7]3[CH:12]=[CH:11][CH:10]=[CH:9][N:8]=3)[C:5]3[CH:13]=[CH:14][C:2]([F:1])=[CH:3][C:4]=3[N:15]=2)[CH2:21][CH2:20][CH2:19][CH2:18][CH2:17]1. (3) Given the reactants CS[C:3](SC)=[C:4]1[C:13](=[O:14])[C:12]([CH2:16][CH2:17][CH2:18][CH2:19][C:20]([CH3:23])([CH3:22])[CH3:21])([CH3:15])[C:11]2[C:6](=[CH:7][CH:8]=[CH:9][CH:10]=2)[C:5]1=[O:24].[NH2:27][C:28]1[CH:33]=[CH:32][CH:31]=[CH:30][C:29]=1[S:34]([NH2:37])(=[O:36])=[O:35], predict the reaction product. The product is: [CH3:22][C:20]([CH3:23])([CH3:21])[CH2:19][CH2:18][CH2:17][CH2:16][C:12]1([CH3:15])[C:11]2[C:6](=[CH:7][CH:8]=[CH:9][CH:10]=2)[C:5]([OH:24])=[C:4]([C:3]2[NH:27][C:28]3[CH:33]=[CH:32][CH:31]=[CH:30][C:29]=3[S:34](=[O:35])(=[O:36])[N:37]=2)[C:13]1=[O:14]. (4) Given the reactants Cl[C:2]1[C:7]([N+:8]([O-:10])=[O:9])=[CH:6][NH:5][C:4](=[O:11])[CH:3]=1.[F:12][C:13]1[CH:19]=[C:18]([I:20])[CH:17]=[CH:16][C:14]=1[NH2:15].O, predict the reaction product. The product is: [F:12][C:13]1[CH:19]=[C:18]([I:20])[CH:17]=[CH:16][C:14]=1[NH:15][C:2]1[C:7]([N+:8]([O-:10])=[O:9])=[CH:6][NH:5][C:4](=[O:11])[CH:3]=1.